Dataset: Forward reaction prediction with 1.9M reactions from USPTO patents (1976-2016). Task: Predict the product of the given reaction. (1) Given the reactants [CH2:1]([N:8]1[CH:12]=[CH:11][CH:10]=[C:9]1[C:13]1[N:18]=[C:17](Cl)[N:16]=[C:15](Cl)[N:14]=1)[C:2]1[CH:7]=[CH:6][CH:5]=[CH:4][CH:3]=1.[NH2:21][C:22]1[CH:35]=[CH:34][C:25]([C:26]([C:28]2[CH:33]=[CH:32][CH:31]=[CH:30][CH:29]=2)=[O:27])=[CH:24][CH:23]=1.[C:36](=[O:39])([O-])[O-].[K+].[K+], predict the reaction product. The product is: [CH2:1]([N:8]1[CH:12]=[CH:11][CH:10]=[C:9]1[C:13]1[N:18]=[C:17]([NH:21][C:22]2[CH:23]=[CH:24][C:25]([C:26](=[O:27])[C:28]3[CH:33]=[CH:32][CH:31]=[CH:30][CH:29]=3)=[CH:34][CH:35]=2)[N:16]=[C:15]([NH:21][C:22]2[CH:35]=[CH:34][C:25]([C:36](=[O:39])[C:28]3[CH:33]=[CH:32][CH:31]=[CH:30][CH:29]=3)=[CH:24][CH:23]=2)[N:14]=1)[C:2]1[CH:7]=[CH:6][CH:5]=[CH:4][CH:3]=1. (2) Given the reactants [F:1][C:2]1[CH:9]=[CH:8][C:5]([CH:6]=O)=[C:4]([OH:10])[CH:3]=1.C1(P(=[CH:30][C:31]([O:33][CH3:34])=[O:32])(C2C=CC=CC=2)C2C=CC=CC=2)C=CC=CC=1, predict the reaction product. The product is: [F:1][C:2]1[CH:9]=[CH:8][C:5](/[CH:6]=[CH:30]/[C:31]([O:33][CH3:34])=[O:32])=[C:4]([OH:10])[CH:3]=1. (3) Given the reactants [CH2:1]([O:5][CH2:6][CH2:7][O:8][C:9]1[CH:14]=[CH:13][C:12]([C:15]2[CH:20]=[CH:19][C:18]([N:21]3[CH2:25][CH2:24][CH:23]([CH3:26])[CH2:22]3)=[C:17](/[CH:27]=[C:28](\[CH3:34])/[C:29]([O:31]CC)=[O:30])[CH:16]=2)=[CH:11][CH:10]=1)[CH2:2][CH2:3][CH3:4].[OH-].[Na+].Cl, predict the reaction product. The product is: [CH2:1]([O:5][CH2:6][CH2:7][O:8][C:9]1[CH:10]=[CH:11][C:12]([C:15]2[CH:20]=[CH:19][C:18]([N:21]3[CH2:25][CH2:24][CH:23]([CH3:26])[CH2:22]3)=[C:17](/[CH:27]=[C:28](\[CH3:34])/[C:29]([OH:31])=[O:30])[CH:16]=2)=[CH:13][CH:14]=1)[CH2:2][CH2:3][CH3:4]. (4) Given the reactants [CH:1]1([N:6]2[CH2:11][CH2:10][N:9]([C:12]([C:14]3[CH:15]=[C:16]4[C:20](=[CH:21][CH:22]=3)[NH:19][C:18]([C:23]([N:25]3[CH2:30][CH2:29][C:28]([F:32])([F:31])[CH2:27][CH2:26]3)=[O:24])=[CH:17]4)=[O:13])[CH2:8][CH2:7]2)[CH2:5][CH2:4][CH2:3][CH2:2]1.[CH3:33][C:34]1[CH:35]=[C:36](B(O)O)[CH:37]=[CH:38][CH:39]=1.N1C=CC=CC=1, predict the reaction product. The product is: [CH:1]1([N:6]2[CH2:7][CH2:8][N:9]([C:12]([C:14]3[CH:15]=[C:16]4[C:20](=[CH:21][CH:22]=3)[N:19]([C:38]3[CH:39]=[C:34]([CH3:33])[CH:35]=[CH:36][CH:37]=3)[C:18]([C:23]([N:25]3[CH2:26][CH2:27][C:28]([F:31])([F:32])[CH2:29][CH2:30]3)=[O:24])=[CH:17]4)=[O:13])[CH2:10][CH2:11]2)[CH2:5][CH2:4][CH2:3][CH2:2]1. (5) Given the reactants C(O[CH:4](OCC)[CH2:5][NH:6][C:7]([NH:9][CH2:10][C:11]1[CH:16]=[CH:15][CH:14]=[CH:13][CH:12]=1)=[O:8])C.O.FC(F)(F)C(O)=O, predict the reaction product. The product is: [CH2:10]([N:9]1[CH:4]=[CH:5][NH:6][C:7]1=[O:8])[C:11]1[CH:12]=[CH:13][CH:14]=[CH:15][CH:16]=1. (6) Given the reactants [Cl:1][C:2]1[N:7]=[C:6]([C:8]2[S:12][C:11]([N:13]3[CH2:18][CH2:17][N:16](C(OC(C)(C)C)=O)[CH2:15][CH2:14]3)=[N:10][C:9]=2[C:26]2[CH:31]=[CH:30][CH:29]=[C:28]([NH:32][S:33]([C:36]3[C:41]([F:42])=[CH:40][CH:39]=[CH:38][C:37]=3[F:43])(=[O:35])=[O:34])[C:27]=2[F:44])[CH:5]=[CH:4][N:3]=1.C(O)(C(F)(F)F)=O, predict the reaction product. The product is: [Cl:1][C:2]1[N:7]=[C:6]([C:8]2[S:12][C:11]([N:13]3[CH2:18][CH2:17][NH:16][CH2:15][CH2:14]3)=[N:10][C:9]=2[C:26]2[C:27]([F:44])=[C:28]([NH:32][S:33]([C:36]3[C:37]([F:43])=[CH:38][CH:39]=[CH:40][C:41]=3[F:42])(=[O:35])=[O:34])[CH:29]=[CH:30][CH:31]=2)[CH:5]=[CH:4][N:3]=1. (7) Given the reactants [C:1]([N:4]1[C:12]2[C:7](=[CH:8][CH:9]=[CH:10][CH:11]=2)[C:6](=O)[CH2:5]1)(=[O:3])[CH3:2].[CH3:14][C:15]1([CH3:23])[CH2:20][C:19](=[O:21])[CH2:18][C:17](=[O:22])[CH2:16]1.C(N(CC)CC)C, predict the reaction product. The product is: [C:1]([N:4]1[C:12]2[C:7](=[CH:8][CH:9]=[CH:10][CH:11]=2)[C:6]([CH:18]2[C:19](=[O:21])[CH2:20][C:15]([CH3:23])([CH3:14])[CH2:16][C:17]2=[O:22])=[CH:5]1)(=[O:3])[CH3:2]. (8) Given the reactants [NH2:1][C:2]1[CH:7]=[CH:6][C:5]([Br:8])=[CH:4][C:3]=1[NH:9][CH:10]1[CH2:13][N:12]([C:14]([O:16][C:17]([CH3:20])([CH3:19])[CH3:18])=[O:15])[CH2:11]1.[CH:21](OC)(OC)OC, predict the reaction product. The product is: [Br:8][C:5]1[CH:6]=[CH:7][C:2]2[N:1]=[CH:21][N:9]([CH:10]3[CH2:13][N:12]([C:14]([O:16][C:17]([CH3:20])([CH3:19])[CH3:18])=[O:15])[CH2:11]3)[C:3]=2[CH:4]=1. (9) Given the reactants C([N:8]([CH:38]1[CH2:41][N:40]([S:42]([C:45]2[CH:50]=[CH:49][C:48]([O:51][CH2:52][CH2:53][CH2:54][CH3:55])=[CH:47][CH:46]=2)(=[O:44])=[O:43])[CH2:39]1)[CH2:9][C@@H:10]([C:19]1[CH:20]=[CH:21][C:22]([O:30]CC2C=CC=CC=2)=[C:23]([NH:25][S:26]([CH3:29])(=[O:28])=[O:27])[CH:24]=1)[O:11][Si](CC)(CC)CC)C1C=CC=CC=1.[F-].C([N+](CCCC)(CCCC)CCCC)CCC.O.C([O-])=O.[NH4+], predict the reaction product. The product is: [CH2:52]([O:51][C:48]1[CH:47]=[CH:46][C:45]([S:42]([N:40]2[CH2:39][CH:38]([NH:8][CH2:9][CH:10]([C:19]3[CH:20]=[CH:21][C:22]([OH:30])=[C:23]([NH:25][S:26]([CH3:29])(=[O:27])=[O:28])[CH:24]=3)[OH:11])[CH2:41]2)(=[O:43])=[O:44])=[CH:50][CH:49]=1)[CH2:53][CH2:54][CH3:55].